From a dataset of Catalyst prediction with 721,799 reactions and 888 catalyst types from USPTO. Predict which catalyst facilitates the given reaction. (1) Reactant: [OH:1][C:2]1[C:27]([O:28][CH3:29])=[CH:26][C:5]2[C:6]3[N:11]([CH:12]([C:14]([CH3:19])([CH3:18])[CH2:15][O:16][CH3:17])[CH2:13][C:4]=2[CH:3]=1)[CH:10]=[C:9]([C:20]([O:22][CH2:23][CH3:24])=[O:21])[C:8](=[O:25])[CH:7]=3.C(=O)([O-])[O-].[K+].[K+].CC1C=CC(S(O[CH2:47][CH2:48][CH2:49][S:50][CH3:51])(=O)=O)=CC=1.O. The catalyst class is: 3. Product: [CH3:29][O:28][C:27]1[C:2]([O:1][CH2:47][CH2:48][CH2:49][S:50][CH3:51])=[CH:3][C:4]2[CH2:13][CH:12]([C:14]([CH3:18])([CH3:19])[CH2:15][O:16][CH3:17])[N:11]3[C:6](=[CH:7][C:8](=[O:25])[C:9]([C:20]([O:22][CH2:23][CH3:24])=[O:21])=[CH:10]3)[C:5]=2[CH:26]=1. (2) Reactant: N1C=CN=[CH:2]1.[OH:6][N:7]1[C:11]2[CH:12]=[CH:13][CH:14]=[CH:15][C:10]=2[N:9]=N1.[H-].[Na+].[Cl:18][CH2:19][CH2:20][CH2:21]Br.O. Product: [Cl:18][CH2:19][CH2:20][CH2:21][O:6][N:7]1[C:11]2[CH:12]=[CH:13][CH:14]=[CH:15][C:10]=2[N:9]=[CH:2]1. The catalyst class is: 37.